From a dataset of Reaction yield outcomes from USPTO patents with 853,638 reactions. Predict the reaction yield, written as a fraction of the theoretical maximum amount of product (1.0 means a 100% yield; for example, 0.34 means a 34% yield). The reactants are [C:1]([O:9]CC)(=O)[CH2:2][C:3]([O:5][CH2:6][CH3:7])=[O:4].[H-].[Na+].[H][H].[C:16]12[C:22](=[CH:23][CH:24]=[CH:25][CH:26]=1)[NH:21]C(=O)O[C:17]2=[O:18].Cl. The catalyst is CC(N(C)C)=O. The product is [CH2:6]([O:5][C:3]([C:2]1[C:1](=[O:9])[NH:21][C:22]2[C:16]([C:17]=1[OH:18])=[CH:26][CH:25]=[CH:24][CH:23]=2)=[O:4])[CH3:7]. The yield is 0.300.